From a dataset of Full USPTO retrosynthesis dataset with 1.9M reactions from patents (1976-2016). Predict the reactants needed to synthesize the given product. (1) Given the product [CH:29]1([N:24]2[C:23]([N:6]3[CH2:7][C@H:8]([S:10]([C:13]4[CH:18]=[CH:17][CH:16]=[CH:15][C:14]=4[C:19]([F:22])([F:21])[F:20])(=[O:11])=[O:12])[CH2:9][C@H:5]3[C:3]([OH:4])=[O:2])=[CH:27][C:26]([CH3:28])=[N:25]2)[CH2:30][CH2:31][CH2:32][CH2:33][CH2:34]1, predict the reactants needed to synthesize it. The reactants are: C[O:2][C:3]([C@@H:5]1[CH2:9][C@@H:8]([S:10]([C:13]2[CH:18]=[CH:17][CH:16]=[CH:15][C:14]=2[C:19]([F:22])([F:21])[F:20])(=[O:12])=[O:11])[CH2:7][N:6]1[C:23]1[N:24]([CH:29]2[CH2:34][CH2:33][CH2:32][CH2:31][CH2:30]2)[N:25]=[C:26]([CH3:28])[CH:27]=1)=[O:4].COC([C@H]1C[C@@H](S(C2C=CC=CC=2C(F)(F)F)(=O)=O)CN1C1N(C2CCCCC2)N=C(C)C=1)=O.[OH-].[Li+].C1(N2C(N3C[C@H](S(C4C=CC=CC=4C(F)(F)F)(=O)=O)C[C@@H]3C(O)=O)=CC(C)=N2)CCCCC1. (2) Given the product [F:15][C:2]([F:1])([F:14])[C:3]([O:6][C:7]([N:9]1[CH2:10][CH2:34][CH:33]([N:19]([CH:16]2[CH2:17][CH2:18]2)[C:20](=[O:32])[C:21]2[CH:26]=[CH:25][C:24]([C:27]3[O:31][CH:30]=[N:29][CH:28]=3)=[CH:23][CH:22]=2)[CH2:12][CH2:13]1)=[O:8])([CH3:4])[CH3:5], predict the reactants needed to synthesize it. The reactants are: [F:1][C:2]([F:15])([F:14])[C:3]([O:6][C:7]([N:9]1[CH:13]=[CH:12]N=[CH:10]1)=[O:8])([CH3:5])[CH3:4].[CH:16]1([N:19]([CH:33]2CCNC[CH2:34]2)[C:20](=[O:32])[C:21]2[CH:26]=[CH:25][C:24]([C:27]3[O:31][CH:30]=[N:29][CH:28]=3)=[CH:23][CH:22]=2)[CH2:18][CH2:17]1.C(N(CC)CC)C.